This data is from Full USPTO retrosynthesis dataset with 1.9M reactions from patents (1976-2016). The task is: Predict the reactants needed to synthesize the given product. (1) Given the product [CH:19]1([O:18][C:15]2[CH:14]=[CH:13][C:12]([C:11]#[C:10][C:7]3[CH:8]=[CH:9][C:4]([C:3]([OH:22])=[O:2])=[CH:5][CH:6]=3)=[CH:17][CH:16]=2)[CH2:20][CH2:21]1, predict the reactants needed to synthesize it. The reactants are: C[O:2][C:3](=[O:22])[C:4]1[CH:9]=[CH:8][C:7]([C:10]#[C:11][C:12]2[CH:17]=[CH:16][C:15]([O:18][CH:19]3[CH2:21][CH2:20]3)=[CH:14][CH:13]=2)=[CH:6][CH:5]=1.CCO.[OH-].[Na+].OP(O)(O)=O. (2) Given the product [NH2:13][C:12]1[CH:11]=[CH:2][N:5]([CH2:7][CH2:8][OH:9])[N:6]=1, predict the reactants needed to synthesize it. The reactants are: [O-][CH2:2]C.[Na+].[NH:5]([CH2:7][CH2:8][OH:9])[NH2:6].Cl[CH2:11][C:12]#[N:13]. (3) The reactants are: [Na].[CH3:2][O:3][C:4]([C@H:6]1[CH2:12][CH:11]2[CH:9]([CH2:10]2)[CH2:8][C@H:7]1[C:13]([OH:15])=[O:14])=[O:5].Cl. Given the product [CH3:2][O:3][C:4]([C@@H:6]1[CH2:12][CH:11]2[CH:9]([CH2:10]2)[CH2:8][C@H:7]1[C:13]([OH:15])=[O:14])=[O:5], predict the reactants needed to synthesize it. (4) Given the product [CH3:11][O:10][C:5]1[CH:4]=[C:3]([O:12][CH3:13])[C:2]([C:15]2[S:14][CH:18]=[CH:17][CH:16]=2)=[CH:9][C:6]=1[CH:7]=[O:8], predict the reactants needed to synthesize it. The reactants are: Br[C:2]1[C:3]([O:12][CH3:13])=[CH:4][C:5]([O:10][CH3:11])=[C:6]([CH:9]=1)[CH:7]=[O:8].[S:14]1[CH:18]=[CH:17][CH:16]=[C:15]1B(O)O.C1COCC1.[F-].[K+].